This data is from Forward reaction prediction with 1.9M reactions from USPTO patents (1976-2016). The task is: Predict the product of the given reaction. (1) Given the reactants [CH3:1][C:2]1[C:3]([CH3:21])=[CH:4][C:5]2[N:14]([CH2:15][CH:16]=O)[C:13]3[C:8]([C:9](=[O:19])[NH:10][C:11](=[O:18])[N:12]=3)=[N:7][C:6]=2[CH:20]=1.[NH:22]1[CH2:27][CH2:26][CH:25]([NH2:28])[CH2:24][CH2:23]1, predict the reaction product. The product is: [NH2:28][CH:25]1[CH2:26][CH2:27][N:22]([CH2:16][CH2:15][N:14]2[C:13]3[C:8]([C:9](=[O:19])[NH:10][C:11](=[O:18])[N:12]=3)=[N:7][C:6]3[CH:20]=[C:2]([CH3:1])[C:3]([CH3:21])=[CH:4][C:5]2=3)[CH2:23][CH2:24]1. (2) Given the reactants [Br:1][C:2]1[CH:3]=[CH:4][C:5]([CH:8]=[O:9])=[N:6][CH:7]=1.C(=O)([O-])[O-].[K+].[K+].C1(C)C(S([CH2:25][N+:26]#[C-:27])(=O)=O)=CC=CC=1, predict the reaction product. The product is: [Br:1][C:2]1[CH:3]=[CH:4][C:5]([C:8]2[O:9][CH:27]=[N:26][CH:25]=2)=[N:6][CH:7]=1. (3) The product is: [OH:29][C:24]1[CH:25]=[CH:26][CH:27]=[CH:28][C:23]=1[C:10]1[N:11]([CH2:15][CH2:16][C:17]2[CH:18]=[CH:19][CH:20]=[CH:21][CH:22]=2)[C:12](=[O:14])[C:13]2[CH2:5][N:6]([C:40]([O:42][C:13]([CH3:5])([CH3:12])[CH3:8])=[O:41])[CH2:7][C:8]=2[N:9]=1. Given the reactants CC([CH:5]1[C:13]2[C:12](=[O:14])[N:11]([CH2:15][CH2:16][C:17]3[CH:22]=[CH:21][CH:20]=[CH:19][CH:18]=3)[C:10]([C:23]3[CH:28]=[CH:27][CH:26]=[CH:25][C:24]=3[O:29]C(OCC3C=CC=CC=3)=O)=[N:9][C:8]=2[CH2:7][N:6]1[C:40]([O-:42])=[O:41])(C)C, predict the reaction product.